Dataset: Reaction yield outcomes from USPTO patents with 853,638 reactions. Task: Predict the reaction yield, written as a fraction of the theoretical maximum amount of product (1.0 means a 100% yield; for example, 0.34 means a 34% yield). (1) The reactants are [S:1](=[O:5])(=O)([OH:3])[OH:2].[OH:6][C:7]1[CH:8]=[C:9]([CH:13]=[CH:14][CH:15]=1)[C:10]([OH:12])=[O:11].[OH-].[K+:17]. The catalyst is O. The yield is 0.900. The product is [K+:17].[OH:6][C:7]1[CH:8]=[C:9]([CH:13]=[CH:14][C:15]=1[S:1]([OH:3])(=[O:5])=[O:2])[C:10]([O-:12])=[O:11]. (2) The reactants are [O:1]1[CH:5]=[CH:4][N:3]=[C:2]1[C:6]1[CH:20]=[CH:19][C:9]([O:10][C:11]2[CH:18]=[CH:17][C:14]([CH:15]=O)=[CH:13][CH:12]=2)=[CH:8][CH:7]=1.[C@H:21]12[CH2:27][C@H:24]([NH:25][CH2:26]1)[CH2:23][N:22]2[CH2:28][C:29]1[CH:38]=[CH:37][C:32]([C:33]([O:35][CH3:36])=[O:34])=[CH:31][CH:30]=1.C(O[BH-](OC(=O)C)OC(=O)C)(=O)C.[Na+].[OH-].[Na+]. The catalyst is ClC(Cl)C. The product is [O:1]1[CH:5]=[CH:4][N:3]=[C:2]1[C:6]1[CH:20]=[CH:19][C:9]([O:10][C:11]2[CH:18]=[CH:17][C:14]([CH2:15][N:25]3[CH2:26][C@@H:21]4[CH2:27][C@H:24]3[CH2:23][N:22]4[CH2:28][C:29]3[CH:38]=[CH:37][C:32]([C:33]([O:35][CH3:36])=[O:34])=[CH:31][CH:30]=3)=[CH:13][CH:12]=2)=[CH:8][CH:7]=1. The yield is 1.00. (3) The reactants are F[C:2]1[CH:3]=[C:4](C[CH2:20][C:21]([O:23][CH2:24][CH3:25])=[O:22])[CH:5]=[CH:6][C:7]=1OCC1C(C)=CC(C)=CC=1C.[OH-].[Na+].Cl. The catalyst is C(O)C. The product is [C:21]([O:23][CH2:24][CH3:25])(=[O:22])[CH3:20].[CH3:4][CH2:3][CH2:2][CH2:7][CH2:6][CH3:5]. The yield is 0.570. (4) The reactants are C[O:2][C:3]1[CH:8]=[C:7]([C:9]2[N:10]=[C:11]([NH:19][CH2:20][C:21]([CH3:24])([NH2:23])[CH3:22])[C:12]3[C:17]([CH:18]=2)=[CH:16][N:15]=[CH:14][CH:13]=3)[CH:6]=[CH:5][N:4]=1.I[Si](C)(C)C.CO. The catalyst is C(Cl)(Cl)Cl. The product is [NH2:23][C:21]([CH3:24])([CH3:22])[CH2:20][NH:19][C:11]1[C:12]2[C:17](=[CH:16][N:15]=[CH:14][CH:13]=2)[CH:18]=[C:9]([C:7]2[CH:6]=[CH:5][NH:4][C:3](=[O:2])[CH:8]=2)[N:10]=1. The yield is 0.590. (5) The reactants are [CH:1]1[C:10]2[C:5](=[CH:6][CH:7]=[CH:8][CH:9]=2)[CH:4]=[CH:3][C:2]=1[OH:11].C([O-])([O-])=O.[K+].[K+].Br[CH2:19][CH2:20][OH:21]. The catalyst is CN(C=O)C. The product is [CH:1]1[C:10]2[C:5](=[CH:6][CH:7]=[CH:8][CH:9]=2)[CH:4]=[CH:3][C:2]=1[O:11][CH2:19][CH2:20][OH:21]. The yield is 0.670. (6) The reactants are [Cl:1][C:2]1[CH:10]=[C:6]([C:7]([OH:9])=O)[C:5]([NH2:11])=[CH:4][C:3]=1[N+:12]([O-:14])=[O:13].Cl.[CH:16](N)=[NH:17]. No catalyst specified. The product is [Cl:1][C:2]1[CH:10]=[C:6]2[C:5](=[CH:4][C:3]=1[N+:12]([O-:14])=[O:13])[N:11]=[CH:16][NH:17][C:7]2=[O:9]. The yield is 0.830.